From a dataset of Catalyst prediction with 721,799 reactions and 888 catalyst types from USPTO. Predict which catalyst facilitates the given reaction. (1) Reactant: Cl[C:2]1[N:3]=[N:4][C:5]([N:11]2[CH2:16][CH2:15][N:14]([C:17]3[CH:22]=[CH:21][C:20]([C:23]([F:26])([F:25])[F:24])=[CH:19][N:18]=3)[CH2:13][CH2:12]2)=[C:6]2[CH:10]=[CH:9][O:8][C:7]=12.ClC1N=NC(N2CCN(C3C=CC(C(F)(F)F)=CN=3)CC2)=C2OC=CC=12.[Br-].[CH2:54]([Zn+])[C:55]1[CH:60]=[CH:59][CH:58]=[CH:57][CH:56]=1. Product: [CH2:54]([C:2]1[N:3]=[N:4][C:5]([N:11]2[CH2:12][CH2:13][N:14]([C:17]3[CH:22]=[CH:21][C:20]([C:23]([F:25])([F:24])[F:26])=[CH:19][N:18]=3)[CH2:15][CH2:16]2)=[C:6]2[CH:10]=[CH:9][O:8][C:7]=12)[C:55]1[CH:60]=[CH:59][CH:58]=[CH:57][CH:56]=1. The catalyst class is: 73. (2) Reactant: [OH:1][C@H:2]([C:5]1[CH:6]=[C:7]([CH:15]=[C:16]([C:18]([F:21])([F:20])[F:19])[CH:17]=1)[C:8]([O:10][C:11]([CH3:14])([CH3:13])[CH3:12])=[O:9])[CH2:3][OH:4].[Si:22](Cl)([C:25]([CH3:28])([CH3:27])[CH3:26])([CH3:24])[CH3:23].N1C=CN=C1.O. Product: [Si:22]([O:4][CH2:3][C@@H:2]([C:5]1[CH:6]=[C:7]([CH:15]=[C:16]([C:18]([F:19])([F:20])[F:21])[CH:17]=1)[C:8]([O:10][C:11]([CH3:14])([CH3:12])[CH3:13])=[O:9])[OH:1])([C:25]([CH3:28])([CH3:27])[CH3:26])([CH3:24])[CH3:23]. The catalyst class is: 3. (3) Product: [O:9]1[CH2:10][CH2:11][O:12][CH:8]1[C:5]1[CH:6]=[CH:7][C:2]([CH:22]=[O:23])=[CH:3][C:4]=1[CH3:13]. Reactant: Br[C:2]1[CH:7]=[CH:6][C:5]([CH:8]2[O:12][CH2:11][CH2:10][O:9]2)=[C:4]([CH3:13])[CH:3]=1.C([Li])CCC.CN([CH:22]=[O:23])C.O. The catalyst class is: 1. (4) Reactant: [CH2:1]=[C:2]1[CH2:7][O:6][C@H:5]([C:8]2[CH:13]=[C:12]([F:14])[C:11]([F:15])=[CH:10][C:9]=2[F:16])[C@@H:4]([NH2:17])[CH2:3]1.[C:18](O[C:18]([O:20][C:21]([CH3:24])([CH3:23])[CH3:22])=[O:19])([O:20][C:21]([CH3:24])([CH3:23])[CH3:22])=[O:19]. Product: [CH2:1]=[C:2]1[CH2:7][O:6][C@H:5]([C:8]2[CH:13]=[C:12]([F:14])[C:11]([F:15])=[CH:10][C:9]=2[F:16])[C@@H:4]([NH:17][C:18](=[O:19])[O:20][C:21]([CH3:24])([CH3:23])[CH3:22])[CH2:3]1. The catalyst class is: 4. (5) Reactant: Br[C:2]1[C:3]([C:24]2[CH:29]=[CH:28][N:27]=[CH:26][CH:25]=2)=[C:4]([C:17]2[CH:22]=[CH:21][CH:20]=[C:19]([Cl:23])[CH:18]=2)[N:5]([Si](C(C)C)(C(C)C)C(C)C)[CH:6]=1.[C:30]1([C@H:36]2[CH2:44][N:43]3[C@H:38]([CH2:39][C:40](=O)[CH2:41][CH2:42]3)[CH2:37]2)[CH:35]=[CH:34][CH:33]=[CH:32][CH:31]=1.C(OCC)(=O)C.CO. Product: [Cl:23][C:19]1[CH:18]=[C:17]([C:4]2[NH:5][CH:6]=[C:2]([C:40]3[CH2:41][CH2:42][N:43]4[C@H:38]([CH:39]=3)[CH2:37][C@@H:36]([C:30]3[CH:31]=[CH:32][CH:33]=[CH:34][CH:35]=3)[CH2:44]4)[C:3]=2[C:24]2[CH:29]=[CH:28][N:27]=[CH:26][CH:25]=2)[CH:22]=[CH:21][CH:20]=1. The catalyst class is: 4. (6) Reactant: [C:1]1([CH:7]([C:26]2[CH:31]=[CH:30][CH:29]=[CH:28][CH:27]=2)[CH2:8][N:9]([CH2:22][CH2:23][CH2:24][OH:25])[CH2:10][C:11]2[CH:16]=[CH:15][CH:14]=[C:13]([C:17]([F:20])([F:19])[F:18])[C:12]=2[Cl:21])[CH:6]=[CH:5][CH:4]=[CH:3][CH:2]=1.[CH3:32][O:33][C:34](=[O:42])[C:35]1[CH:40]=[CH:39][C:38](O)=[CH:37][CH:36]=1.C1C=CC(P(C2C=CC=CC=2)C2C=CC=CC=2)=CC=1.CC(OC(/N=N/C(OC(C)C)=O)=O)C. Product: [CH3:32][O:33][C:34](=[O:42])[C:35]1[CH:40]=[CH:39][C:38]([O:25][CH2:24][CH2:23][CH2:22][N:9]([CH2:10][C:11]2[CH:16]=[CH:15][CH:14]=[C:13]([C:17]([F:19])([F:20])[F:18])[C:12]=2[Cl:21])[CH2:8][CH:7]([C:1]2[CH:2]=[CH:3][CH:4]=[CH:5][CH:6]=2)[C:26]2[CH:27]=[CH:28][CH:29]=[CH:30][CH:31]=2)=[CH:37][CH:36]=1. The catalyst class is: 11. (7) Product: [Cl:14][CH:3]([C:2](=[O:1])[CH2:9][CH3:10])[C:4]([O:6][CH2:7][CH3:8])=[O:5]. The catalyst class is: 4. Reactant: [O:1]=[C:2]([CH2:9][CH3:10])[CH2:3][C:4]([O:6][CH2:7][CH3:8])=[O:5].S(Cl)([Cl:14])(=O)=O. (8) Reactant: [F:1][C:2]1[CH:3]=[C:4]([C:14]2[CH:15]=[C:16]3[C:22]([C:23]4[CH:24]=[N:25][N:26]([CH2:28][C:29]5[CH:34]=[CH:33][CH:32]=[C:31]([F:35])[CH:30]=5)[CH:27]=4)=[CH:21][N:20]([S:36]([C:39]4[CH:45]=[CH:44][C:42]([CH3:43])=[CH:41][CH:40]=4)(=[O:38])=[O:37])[C:17]3=[N:18][CH:19]=2)[CH:5]=[N:6][C:7]=1[N:8]1[CH2:13][CH2:12][NH:11][CH2:10][CH2:9]1.[CH3:46][C@H:47]1[CH2:49][O:48]1.CCN(C(C)C)C(C)C. Product: [F:1][C:2]1[C:7]([N:8]2[CH2:13][CH2:12][N:11]([CH2:46][C@@H:47]([OH:48])[CH3:49])[CH2:10][CH2:9]2)=[N:6][CH:5]=[C:4]([C:14]2[CH:15]=[C:16]3[C:22]([C:23]4[CH:24]=[N:25][N:26]([CH2:28][C:29]5[CH:34]=[CH:33][CH:32]=[C:31]([F:35])[CH:30]=5)[CH:27]=4)=[CH:21][N:20]([S:36]([C:39]4[CH:45]=[CH:44][C:42]([CH3:43])=[CH:41][CH:40]=4)(=[O:37])=[O:38])[C:17]3=[N:18][CH:19]=2)[CH:3]=1. The catalyst class is: 8.